This data is from Full USPTO retrosynthesis dataset with 1.9M reactions from patents (1976-2016). The task is: Predict the reactants needed to synthesize the given product. Given the product [F:6][C:7]1[CH:8]=[C:9]2[C:15]([C:16]3[N:17]=[N:18][C:19]4[C:23]([CH3:29])([CH3:28])[C:24](=[O:26])[NH:37][C:20]=4[N:21]=3)=[N:14][N:13]([CH2:30][C:31]3[N:36]=[CH:35][CH:34]=[CH:33][N:32]=3)[C:10]2=[N:11][CH:12]=1, predict the reactants needed to synthesize it. The reactants are: P(Cl)(Cl)(Cl)=O.[F:6][C:7]1[CH:8]=[C:9]2[C:15]([C:16]3[N:17]=[N:18][C:19]([C:23]([CH3:29])([CH3:28])[C:24]([O:26]C)=O)=[C:20](O)[N:21]=3)=[N:14][N:13]([CH2:30][C:31]3[N:36]=[CH:35][CH:34]=[CH:33][N:32]=3)[C:10]2=[N:11][CH:12]=1.[NH3:37].